This data is from Reaction yield outcomes from USPTO patents with 853,638 reactions. The task is: Predict the reaction yield, written as a fraction of the theoretical maximum amount of product (1.0 means a 100% yield; for example, 0.34 means a 34% yield). (1) The product is [CH2:12]([N:11]1[C:10](=[O:19])[O:9][N:8]=[C:7]1[C:3]1[C:2]([NH:1][CH2:20][C:21]2[CH:26]=[CH:25][CH:24]=[CH:23][CH:22]=2)=[N:6][O:5][N:4]=1)[C:13]1[CH:18]=[CH:17][CH:16]=[CH:15][CH:14]=1. No catalyst specified. The yield is 0.150. The reactants are [NH2:1][C:2]1[C:3]([C:7]2[N:11]([CH2:12][C:13]3[CH:18]=[CH:17][CH:16]=[CH:15][CH:14]=3)[C:10](=[O:19])[O:9][N:8]=2)=[N:4][O:5][N:6]=1.[CH2:20](Br)[C:21]1[CH:26]=[CH:25][CH:24]=[CH:23][CH:22]=1. (2) The product is [CH3:1][C:2]1([CH3:14])[C:6]([CH3:7])([CH3:8])[O:5][B:4]([C:9]2[CH:13]=[N:12][N:11]([CH:22]([CH3:25])[C:23]#[N:24])[CH:10]=2)[O:3]1. The catalyst is CN(C)C=O.CCOC(C)=O. The reactants are [CH3:1][C:2]1([CH3:14])[C:6]([CH3:8])([CH3:7])[O:5][B:4]([C:9]2[CH:10]=[N:11][NH:12][CH:13]=2)[O:3]1.C(=O)([O-])[O-].[Cs+].[Cs+].Br[CH:22]([CH3:25])[C:23]#[N:24]. The yield is 0.980.